From a dataset of Full USPTO retrosynthesis dataset with 1.9M reactions from patents (1976-2016). Predict the reactants needed to synthesize the given product. (1) Given the product [Br:1][C:2]1[CH:3]=[CH:4][C:5]([N+:21]([O-:23])=[O:22])=[C:6]([CH2:8][C:9]([C:11]2[C:16]([F:17])=[CH:15][C:14]([O:18][CH3:19])=[CH:13][C:12]=2[Cl:20])=[O:10])[CH:7]=1, predict the reactants needed to synthesize it. The reactants are: [Br:1][C:2]1[CH:3]=[CH:4][C:5]([N+:21]([O-:23])=[O:22])=[C:6]([CH2:8][CH:9]([C:11]2[C:16]([F:17])=[CH:15][C:14]([O:18][CH3:19])=[CH:13][C:12]=2[Cl:20])[OH:10])[CH:7]=1.CC(OI1(OC(C)=O)(OC(C)=O)OC(=O)C2C=CC=CC1=2)=O. (2) Given the product [C:10]([O:9][C:4]1[CH:5]=[CH:6][C:7]([Cl:8])=[C:2]([Cl:1])[CH:3]=1)(=[O:12])[CH3:11], predict the reactants needed to synthesize it. The reactants are: [Cl:1][C:2]1[CH:3]=[C:4]([OH:9])[CH:5]=[CH:6][C:7]=1[Cl:8].[C:10](OC(=O)C)(=[O:12])[CH3:11].N1C=CC=CC=1. (3) Given the product [CH3:1][O:2][C:3]([C:5]1[C:13]2[N:12]=[C:11]([NH:14][C:28]([C:20]3[N:19]=[CH:18][C:27]4[C:22]([CH:21]=3)=[CH:23][CH:24]=[CH:25][CH:26]=4)=[O:29])[NH:10][C:9]=2[CH:8]=[C:7]([C:15]#[N:16])[CH:6]=1)=[O:4], predict the reactants needed to synthesize it. The reactants are: [CH3:1][O:2][C:3]([C:5]1[C:13]2[N:12]=[C:11]([NH2:14])[NH:10][C:9]=2[CH:8]=[C:7]([C:15]#[N:16])[CH:6]=1)=[O:4].O.[CH:18]1[C:27]2[C:22](=[CH:23][CH:24]=[CH:25][CH:26]=2)[CH:21]=[C:20]([C:28](O)=[O:29])[N:19]=1.CN(C(ON1N=NC2C=CC=CC1=2)=[N+](C)C)C.F[P-](F)(F)(F)(F)F.CCN(C(C)C)C(C)C. (4) Given the product [CH3:13][N:14]1[CH:18]=[CH:17][CH:16]=[C:15]1[C:19]([NH:1][C:2]1[CH:3]=[C:4]([CH:10]=[CH:11][CH:12]=1)[C:5]([O:7][CH2:8][CH3:9])=[O:6])=[O:20], predict the reactants needed to synthesize it. The reactants are: [NH2:1][C:2]1[CH:3]=[C:4]([CH:10]=[CH:11][CH:12]=1)[C:5]([O:7][CH2:8][CH3:9])=[O:6].[CH3:13][N:14]1[CH:18]=[CH:17][CH:16]=[C:15]1[C:19](Cl)=[O:20].